This data is from Full USPTO retrosynthesis dataset with 1.9M reactions from patents (1976-2016). The task is: Predict the reactants needed to synthesize the given product. (1) Given the product [CH3:1][C:2]1[C:3]([CH2:21][S:40][C:41]2[NH:45][C:44]3[CH:46]=[CH:47][CH:48]=[CH:49][C:43]=3[N:42]=2)=[N:4][CH:5]=[CH:6][C:7]=1[O:8][CH2:9][C:10]1([CH3:20])[O:19][CH2:18][C:13]2([O:17][CH2:16][CH2:15][O:14]2)[CH2:12][O:11]1, predict the reactants needed to synthesize it. The reactants are: [CH3:1][C:2]1[C:3]([CH2:21]O)=[N:4][CH:5]=[CH:6][C:7]=1[O:8][CH2:9][C:10]1([CH3:20])[O:19][CH2:18][C:13]2([O:17][CH2:16][CH2:15][O:14]2)[CH2:12][O:11]1.C(N(CC)CC)C.CS(Cl)(=O)=O.C(=O)([O-])O.[Na+].[SH:40][C:41]1[NH:42][C:43]2[CH:49]=[CH:48][CH:47]=[CH:46][C:44]=2[N:45]=1.[OH-].[Na+]. (2) Given the product [OH:5][CH:3]([CH3:4])[CH2:2][CH2:1][O:6][C:16](=[O:18])[CH3:17], predict the reactants needed to synthesize it. The reactants are: [CH2:1]([OH:6])[CH2:2][C@@H:3]([OH:5])[CH3:4].N1C(C)=CC(C)=CC=1C.[C:16](Cl)(=[O:18])[CH3:17]. (3) Given the product [C:1]([O:5][C:6](=[O:21])[NH:7][C:8]1[CH:13]=[C:12]([NH:14][CH2:15][CH:16]([CH3:17])[CH3:18])[C:11]([Cl:19])=[CH:10][C:9]=1[NH:20][C:27](=[O:26])[CH2:28][C:29](=[O:41])[C:30]1[CH:35]=[CH:34][CH:33]=[C:32]([N:36]2[CH:40]=[CH:39][N:38]=[N:37]2)[CH:31]=1)([CH3:3])([CH3:2])[CH3:4], predict the reactants needed to synthesize it. The reactants are: [C:1]([O:5][C:6](=[O:21])[NH:7][C:8]1[CH:13]=[C:12]([NH:14][CH2:15][CH:16]([CH3:18])[CH3:17])[C:11]([Cl:19])=[CH:10][C:9]=1[NH2:20])([CH3:4])([CH3:3])[CH3:2].C([O:26][C:27](=O)[CH2:28][C:29](=[O:41])[C:30]1[CH:35]=[CH:34][CH:33]=[C:32]([N:36]2[CH:40]=[CH:39][N:38]=[N:37]2)[CH:31]=1)(C)(C)C. (4) Given the product [CH3:25][O:24][C:21]1[CH:22]=[CH:23][C:8]2[C:7]([O:6][C:5]3[CH:26]=[CH:27][C:2](/[CH:36]=[CH:35]/[C:37]4[N:38]=[CH:39][NH:40][CH:41]=4)=[CH:3][CH:4]=3)=[C:11]([C:12]3[CH:17]=[CH:16][C:15]([O:18][CH3:19])=[CH:14][CH:13]=3)[S:10][C:9]=2[CH:20]=1, predict the reactants needed to synthesize it. The reactants are: Br[C:2]1[CH:27]=[CH:26][C:5]([O:6][C:7]2[C:8]3[CH:23]=[CH:22][C:21]([O:24][CH3:25])=[CH:20][C:9]=3[S:10][C:11]=2[C:12]2[CH:17]=[CH:16][C:15]([O:18][CH3:19])=[CH:14][CH:13]=2)=[CH:4][CH:3]=1.C(N(CC)CC)C.[CH:35]([C:37]1[N:38]=[CH:39][N:40](C(OC(C)(C)C)=O)[CH:41]=1)=[CH2:36]. (5) Given the product [N+:13]([C:16]1[CH:22]=[CH:21][C:19]([NH:20][C:4](=[O:5])[C@:3]([OH:8])([CH3:7])[CH2:2][Br:1])=[CH:18][C:17]=1[C:23]([F:24])([F:25])[F:26])([O-:15])=[O:14], predict the reactants needed to synthesize it. The reactants are: [Br:1][CH2:2][C@@:3]([OH:8])([CH3:7])[C:4](O)=[O:5].S(Cl)(Cl)=O.[N+:13]([C:16]1[CH:22]=[CH:21][C:19]([NH2:20])=[CH:18][C:17]=1[C:23]([F:26])([F:25])[F:24])([O-:15])=[O:14].C(N(CC)CC)C. (6) The reactants are: [CH2:1]([O:8][CH2:9][CH2:10][CH:11]1[CH2:20][CH2:19][C:14]2(OCC[O:15]2)[CH2:13][CH2:12]1)[C:2]1[CH:7]=[CH:6][CH:5]=[CH:4][CH:3]=1.Cl. Given the product [CH2:1]([O:8][CH2:9][CH2:10][CH:11]1[CH2:12][CH2:13][C:14](=[O:15])[CH2:19][CH2:20]1)[C:2]1[CH:7]=[CH:6][CH:5]=[CH:4][CH:3]=1, predict the reactants needed to synthesize it.